This data is from Merck oncology drug combination screen with 23,052 pairs across 39 cell lines. The task is: Regression. Given two drug SMILES strings and cell line genomic features, predict the synergy score measuring deviation from expected non-interaction effect. Drug 2: CCc1cnn2c(NCc3ccc[n+]([O-])c3)cc(N3CCCCC3CCO)nc12. Drug 1: Cn1c(=O)n(-c2ccc(C(C)(C)C#N)cc2)c2c3cc(-c4cnc5ccccc5c4)ccc3ncc21. Cell line: UACC62. Synergy scores: synergy=17.3.